From a dataset of Full USPTO retrosynthesis dataset with 1.9M reactions from patents (1976-2016). Predict the reactants needed to synthesize the given product. (1) Given the product [CH3:1][O:2][C:3]([C:5]1[S:6][C:7]([CH2:10][CH2:11][CH2:12][NH:13][CH2:32][CH2:31][CH2:30][C:26]2[CH:27]=[CH:28][CH:29]=[C:24]([Cl:23])[CH:25]=2)=[CH:8][CH:9]=1)=[O:4], predict the reactants needed to synthesize it. The reactants are: [CH3:1][O:2][C:3]([C:5]1[S:6][C:7]([CH2:10][CH2:11][CH2:12][NH2:13])=[CH:8][CH:9]=1)=[O:4].C(N(CC)C(C)C)(C)C.[Cl:23][C:24]1[CH:25]=[C:26]([CH2:30][CH2:31][CH:32]=O)[CH:27]=[CH:28][CH:29]=1.[BH4-].[Na+]. (2) Given the product [Br:1][C:2]1[CH:3]=[CH:4][C:5]([Cl:12])=[C:6]([S:8]([NH:19][CH:20]2[CH2:25][CH2:24][CH:23]([OH:26])[CH2:22][CH2:21]2)(=[O:10])=[O:9])[CH:7]=1, predict the reactants needed to synthesize it. The reactants are: [Br:1][C:2]1[CH:3]=[CH:4][C:5]([Cl:12])=[C:6]([S:8](Cl)(=[O:10])=[O:9])[CH:7]=1.N1C=CC=CC=1.[NH2:19][C@H:20]1[CH2:25][CH2:24][C@H:23]([OH:26])[CH2:22][CH2:21]1. (3) The reactants are: I[C:2]1[CH:3]=[CH:4][C:5]2[N:6]([CH:8]=[C:9]([NH:11][C:12]([CH:14]3[CH2:16][CH2:15]3)=[O:13])[N:10]=2)[N:7]=1.[OH:17][C:18]1[CH:19]=[C:20]([CH:25]=[CH:26][CH:27]=1)[C:21]([O:23][CH3:24])=[O:22].C(=O)([O-])[O-].[K+].[K+]. Given the product [CH:14]1([C:12]([NH:11][C:9]2[N:10]=[C:5]3[CH:4]=[CH:3][C:2]([O:17][C:18]4[CH:19]=[C:20]([CH:25]=[CH:26][CH:27]=4)[C:21]([O:23][CH3:24])=[O:22])=[N:7][N:6]3[CH:8]=2)=[O:13])[CH2:16][CH2:15]1, predict the reactants needed to synthesize it. (4) The reactants are: [CH3:1][O:2][C:3]1[CH:12]=[CH:11][C:6]2[N:7]=[C:8]([NH2:10])[S:9][C:5]=2[CH:4]=1.C[Si](C)(C)[N-][Si](C)(C)C.[Li+].[Cl:23][C:24]1[N:29]=[C:28](Cl)[CH:27]=[C:26]([C:31]([F:34])([F:33])[CH3:32])[N:25]=1.Cl. Given the product [Cl:23][C:24]1[N:29]=[C:28]([NH:10][C:8]2[S:9][C:5]3[CH:4]=[C:3]([O:2][CH3:1])[CH:12]=[CH:11][C:6]=3[N:7]=2)[CH:27]=[C:26]([C:31]([F:34])([F:33])[CH3:32])[N:25]=1, predict the reactants needed to synthesize it. (5) Given the product [F:13][C:11]1[CH:12]=[C:7]([N:6]2[CH2:2][C@H:1]([CH2:28][OH:30])[O:3][C:4]2=[O:5])[CH:8]=[CH:9][C:10]=1[N:14]1[CH2:18][CH2:17][C@@H:16]([NH:19][C:20]([O:22][C:23]([CH3:25])([CH3:24])[CH3:26])=[O:21])[CH2:15]1, predict the reactants needed to synthesize it. The reactants are: [CH2:1]([O:3][C:4]([NH:6][C:7]1[CH:8]=[CH:9][C:10]([N:14]2[CH2:18][CH2:17][C@@H:16]([NH:19][C:20]([O:22][C:23]([CH3:26])([CH3:25])[CH3:24])=[O:21])[CH2:15]2)=[C:11]([F:13])[CH:12]=1)=[O:5])[CH3:2].C[C:28](C)([O-:30])C.[Li+].C(OC(=O)CCC)[C@@H]1OC1.CO. (6) Given the product [O:1]1[CH:5]=[CH:4][CH:3]=[C:2]1[C:6]1[N:10]([C:11]2[CH:12]=[C:13]([CH:17]3[CH2:22][CH2:21][N:20]([C:39]([O:38][C:35]([CH3:37])([CH3:36])[CH3:34])=[O:40])[CH2:19][CH2:18]3)[CH:14]=[CH:15][CH:16]=2)[N:9]=[C:8]([C:23]([F:24])([F:25])[F:26])[CH:7]=1, predict the reactants needed to synthesize it. The reactants are: [O:1]1[CH:5]=[CH:4][CH:3]=[C:2]1[C:6]1[N:10]([C:11]2[CH:12]=[C:13]([CH:17]3[CH2:22][CH2:21][NH:20][CH2:19][CH2:18]3)[CH:14]=[CH:15][CH:16]=2)[N:9]=[C:8]([C:23]([F:26])([F:25])[F:24])[CH:7]=1.CCN(CC)CC.[CH3:34][C:35]([O:38][C:39](O[C:39]([O:38][C:35]([CH3:37])([CH3:36])[CH3:34])=[O:40])=[O:40])([CH3:37])[CH3:36].